Dataset: Forward reaction prediction with 1.9M reactions from USPTO patents (1976-2016). Task: Predict the product of the given reaction. (1) Given the reactants [Cl:1][C:2]1[CH:23]=[C:22]([Cl:24])[CH:21]=[CH:20][C:3]=1[O:4][C:5]1[CH:19]=[CH:18][CH:17]=[CH:16][C:6]=1[C:7]([NH:9][CH:10]1[CH2:15][CH2:14][NH:13][CH2:12][CH2:11]1)=[O:8].C(N(CC)CC)C.[CH3:32][S:33](Cl)(=[O:35])=[O:34], predict the reaction product. The product is: [Cl:1][C:2]1[CH:23]=[C:22]([Cl:24])[CH:21]=[CH:20][C:3]=1[O:4][C:5]1[CH:19]=[CH:18][CH:17]=[CH:16][C:6]=1[C:7]([NH:9][CH:10]1[CH2:15][CH2:14][N:13]([S:33]([CH3:32])(=[O:35])=[O:34])[CH2:12][CH2:11]1)=[O:8]. (2) Given the reactants [NH2:1][C:2]1[C:7]([OH:8])=[CH:6][CH:5]=[CH:4][N:3]=1.[Br:9][C:10]1[CH:18]=[CH:17][C:13]([C:14](O)=O)=[CH:12][CH:11]=1, predict the reaction product. The product is: [Br:9][C:10]1[CH:18]=[CH:17][C:13]([C:14]2[O:8][C:7]3[C:2]([N:1]=2)=[N:3][CH:4]=[CH:5][CH:6]=3)=[CH:12][CH:11]=1. (3) Given the reactants CN(C=O)C.[F:6][C:7]([F:38])([F:37])[C:8]1[CH:12]=[C:11]([C:13]([F:16])([F:15])[F:14])[N:10]([CH2:17][C:18]2[CH:23]=[CH:22][C:21]([N:24]3[C:32](=[O:33])[C:31]4[C:26](=[CH:27][CH:28]=[CH:29][C:30]=4F)[C:25]3=[O:35])=[C:20]([CH3:36])[CH:19]=2)[N:9]=1.[CH3:39][S-:40].[Na+], predict the reaction product. The product is: [F:6][C:7]([F:38])([F:37])[C:8]1[CH:12]=[C:11]([C:13]([F:16])([F:15])[F:14])[N:10]([CH2:17][C:18]2[CH:23]=[CH:22][C:21]([N:24]3[C:32](=[O:33])[C:31]4[C:26](=[CH:27][CH:28]=[CH:29][C:30]=4[S:40][CH3:39])[C:25]3=[O:35])=[C:20]([CH3:36])[CH:19]=2)[N:9]=1. (4) Given the reactants [Br:1][C:2]1[CH:7]=[CH:6][N:5]=[C:4]2[N:8]([S:14]([C:17]3[CH:22]=[CH:21][CH:20]=[CH:19][CH:18]=3)(=[O:16])=[O:15])[C:9]([C:11](=[O:13])[CH3:12])=[CH:10][C:3]=12.[BH4-].[Na+], predict the reaction product. The product is: [Br:1][C:2]1[CH:7]=[CH:6][N:5]=[C:4]2[N:8]([S:14]([C:17]3[CH:22]=[CH:21][CH:20]=[CH:19][CH:18]=3)(=[O:16])=[O:15])[C:9]([CH:11]([OH:13])[CH3:12])=[CH:10][C:3]=12. (5) Given the reactants [N:1]([C@H:4]1[C:9]([F:11])([F:10])[CH2:8][CH2:7][CH2:6][C@H:5]1[NH:12][C:13](=[O:19])[O:14][C:15]([CH3:18])([CH3:17])[CH3:16])=[N+]=[N-].[H][H], predict the reaction product. The product is: [NH2:1][C@H:4]1[C:9]([F:11])([F:10])[CH2:8][CH2:7][CH2:6][C@H:5]1[NH:12][C:13](=[O:19])[O:14][C:15]([CH3:17])([CH3:16])[CH3:18]. (6) Given the reactants [CH3:1][C:2]([O:5][C:6]([NH:8][CH:9]([CH3:13])[C:10]([OH:12])=O)=[O:7])([CH3:4])[CH3:3].[Cl:14][C:15]1[CH:20]=[C:19]([C:21]#[C:22][C:23]2[CH:28]=[CH:27][CH:26]=[CH:25][CH:24]=2)[N:18]=[C:17]([NH2:29])[CH:16]=1.C(N(CC)CC)C.CN(C(ON1N=NC2C=CC=NC1=2)=[N+](C)C)C.F[P-](F)(F)(F)(F)F, predict the reaction product. The product is: [C:2]([O:5][C:6](=[O:7])[NH:8][CH:9]([CH3:13])[C:10]([NH:29][C:17]1[CH:16]=[C:15]([Cl:14])[CH:20]=[C:19]([C:21]#[C:22][C:23]2[CH:28]=[CH:27][CH:26]=[CH:25][CH:24]=2)[N:18]=1)=[O:12])([CH3:1])([CH3:3])[CH3:4]. (7) Given the reactants CC1C=CC(S(O[CH2:12][CH:13]2[O:18][C:17]3[CH:19]=[C:20]([F:23])[CH:21]=[CH:22][C:16]=3[O:15][CH2:14]2)(=O)=O)=CC=1.[CH3:24][NH:25][CH2:26][CH2:27][CH3:28], predict the reaction product. The product is: [F:23][C:20]1[CH:21]=[CH:22][C:16]2[O:15][CH2:14][CH:13]([CH2:12][N:25]([CH3:24])[CH2:26][CH2:27][CH3:28])[O:18][C:17]=2[CH:19]=1.